Dataset: Peptide-MHC class II binding affinity with 134,281 pairs from IEDB. Task: Regression. Given a peptide amino acid sequence and an MHC pseudo amino acid sequence, predict their binding affinity value. This is MHC class II binding data. (1) The peptide sequence is FLHYIFMENAFELPT. The MHC is HLA-DQA10101-DQB10501 with pseudo-sequence HLA-DQA10101-DQB10501. The binding affinity (normalized) is 0.661. (2) The peptide sequence is LRKVKRVVASLMRGL. The MHC is DRB3_0202 with pseudo-sequence DRB3_0202. The binding affinity (normalized) is 0.664. (3) The peptide sequence is AAAYAGTTVYGAFAA. The MHC is HLA-DPA10103-DPB10601 with pseudo-sequence HLA-DPA10103-DPB10601. The binding affinity (normalized) is 0.170. (4) The peptide sequence is YASGKVWGQKYFKGN. The MHC is DRB1_1501 with pseudo-sequence DRB1_1501. The binding affinity (normalized) is 0.527.